From a dataset of Full USPTO retrosynthesis dataset with 1.9M reactions from patents (1976-2016). Predict the reactants needed to synthesize the given product. (1) The reactants are: [CH3:1][O:2][C:3]1[CH:4]=[C:5]2[C:10](=[CH:11][CH:12]=1)[N:9]=[CH:8][C:7]([C:13]([O:15][CH2:16][CH3:17])=[O:14])=[C:6]2Cl.CCOC(C)=O.CC(O)=O.[H][H]. Given the product [CH3:1][O:2][C:3]1[CH:4]=[C:5]2[C:10](=[CH:11][CH:12]=1)[NH:9][CH2:8][CH:7]([C:13]([O:15][CH2:16][CH3:17])=[O:14])[CH2:6]2, predict the reactants needed to synthesize it. (2) Given the product [F:1][C:2]1[CH:3]=[C:4]([CH2:8][CH2:9][C@H:10]2[CH2:14][CH2:13][CH2:12][NH:11]2)[CH:5]=[CH:6][CH:7]=1, predict the reactants needed to synthesize it. The reactants are: [F:1][C:2]1[CH:3]=[C:4]([CH2:8][CH2:9][C@H:10]2[CH2:14][CH2:13][CH2:12][N:11]2C(OC(C)(C)C)=O)[CH:5]=[CH:6][CH:7]=1.C(O)(C(F)(F)F)=O. (3) Given the product [C:20]1([C:19]([C:26]2[CH:27]=[CH:28][CH:29]=[CH:30][CH:31]=2)([C:32]2[CH:33]=[CH:34][CH:35]=[CH:36][CH:37]=2)[O:9][CH2:8][CH:2]([OH:1])[CH2:3][C:4]([O:6][CH3:7])=[O:5])[CH:21]=[CH:22][CH:23]=[CH:24][CH:25]=1, predict the reactants needed to synthesize it. The reactants are: [OH:1][CH:2]([CH2:8][OH:9])[CH2:3][C:4]([O:6][CH3:7])=[O:5].C(Cl)Cl.N1C=CC=CC=1.[C:19](Cl)([C:32]1[CH:37]=[CH:36][CH:35]=[CH:34][CH:33]=1)([C:26]1[CH:31]=[CH:30][CH:29]=[CH:28][CH:27]=1)[C:20]1[CH:25]=[CH:24][CH:23]=[CH:22][CH:21]=1. (4) Given the product [CH3:8][CH:9]1[CH2:10][CH2:11][N:12]([C:15]([C:17]2[CH:25]=[CH:24][C:23]3[N:22]([S:26]([CH3:29])(=[O:27])=[O:28])[C:21]4[CH2:30][CH2:31][N:32]([CH2:37][CH2:36][C:35]([F:40])([F:39])[F:34])[CH2:33][C:20]=4[C:19]=3[CH:18]=2)=[O:16])[CH2:13][CH2:14]1, predict the reactants needed to synthesize it. The reactants are: C(O)(C(F)(F)F)=O.[CH3:8][CH:9]1[CH2:14][CH2:13][N:12]([C:15]([C:17]2[CH:25]=[CH:24][C:23]3[N:22]([S:26]([CH3:29])(=[O:28])=[O:27])[C:21]4[CH2:30][CH2:31][NH:32][CH2:33][C:20]=4[C:19]=3[CH:18]=2)=[O:16])[CH2:11][CH2:10]1.[F:34][C:35]([F:40])([F:39])[CH2:36][CH:37]=O. (5) Given the product [Cl:20][C:19]1[C:14]([N:11]2[CH2:12][CH2:13][NH:8][CH2:9][CH2:10]2)=[N:15][CH:16]=[C:17]([CH:18]=1)[C:21]([NH:22][C:23]1[CH:28]=[CH:27][CH:26]=[C:25]([Cl:29])[CH:24]=1)=[O:30], predict the reactants needed to synthesize it. The reactants are: C(OC([N:8]1[CH2:13][CH2:12][N:11]([C:14]2[C:19]([Cl:20])=[CH:18][C:17]([C:21](=[O:30])[NH:22][C:23]3[CH:28]=[CH:27][CH:26]=[C:25]([Cl:29])[CH:24]=3)=[CH:16][N:15]=2)[CH2:10][CH2:9]1)=O)(C)(C)C.[OH-].[Na+]. (6) The reactants are: [C:1]([Si:5]([CH3:17])([CH3:16])[O:6][C@H:7]1[C@H:11]2[O:12][CH2:13][C@@H:14]([OH:15])[C@H:10]2[O:9][CH2:8]1)([CH3:4])([CH3:3])[CH3:2].N1C=CC=CC=1.[F:24][C:25]([F:38])([F:37])[S:26](O[S:26]([C:25]([F:38])([F:37])[F:24])(=[O:28])=[O:27])(=[O:28])=[O:27]. Given the product [C:1]([Si:5]([CH3:17])([CH3:16])[O:6][C@H:7]1[C@H:11]2[O:12][CH2:13][C@@H:14]([O:15][S:26]([C:25]([F:38])([F:37])[F:24])(=[O:28])=[O:27])[C@H:10]2[O:9][CH2:8]1)([CH3:4])([CH3:3])[CH3:2], predict the reactants needed to synthesize it. (7) Given the product [Cl:24][C:25]1[CH:30]=[C:29]([C:31]([F:33])([F:32])[F:34])[CH:28]=[CH:27][C:26]=1[S:35]([NH:1][C:2]1[CH:7]=[N:6][CH:5]=[C:4]([C:8]2[S:12][C:11]([C:13]3[CH:14]=[C:15]4[C:19](=[CH:20][CH:21]=3)[C:18](=[O:22])[N:17]([CH3:23])[CH2:16]4)=[CH:10][CH:9]=2)[CH:3]=1)(=[O:37])=[O:36], predict the reactants needed to synthesize it. The reactants are: [NH2:1][C:2]1[CH:3]=[C:4]([C:8]2[S:12][C:11]([C:13]3[CH:14]=[C:15]4[C:19](=[CH:20][CH:21]=3)[C:18](=[O:22])[N:17]([CH3:23])[CH2:16]4)=[CH:10][CH:9]=2)[CH:5]=[N:6][CH:7]=1.[Cl:24][C:25]1[CH:30]=[C:29]([C:31]([F:34])([F:33])[F:32])[CH:28]=[CH:27][C:26]=1[S:35](Cl)(=[O:37])=[O:36]. (8) The reactants are: [Cl:1][C:2]1[CH:7]=[CH:6][C:5]([NH:8][C:9]2[NH:10][C:11]([C:14]3[CH:19]=[CH:18][C:17]([OH:20])=[CH:16][CH:15]=3)=[N:12][N:13]=2)=[CH:4][C:3]=1[C:21]([F:24])([F:23])[F:22].C([O-])([O-])=O.[Cs+].[Cs+].Cl[C:32]1([NH2:39])[CH:37]=[CH:36][N:35]=[C:34]([NH2:38])[NH:33]1. Given the product [Cl:1][C:2]1[CH:7]=[CH:6][C:5]([NH:8][C:9]2[NH:10][C:11]([C:14]3[CH:15]=[CH:16][C:17]([O:20][C:36]4[N:35]=[C:34]([NH2:38])[N:33]=[C:32]([NH2:39])[CH:37]=4)=[CH:18][CH:19]=3)=[N:12][N:13]=2)=[CH:4][C:3]=1[C:21]([F:22])([F:23])[F:24], predict the reactants needed to synthesize it. (9) Given the product [Br:8][C:9]1[CH:27]=[CH:26][C:25]([O:28][Si:29]([C:42]([CH3:45])([CH3:44])[CH3:43])([C:36]2[CH:41]=[CH:40][CH:39]=[CH:38][CH:37]=2)[C:30]2[CH:35]=[CH:34][CH:33]=[CH:32][CH:31]=2)=[CH:24][C:10]=1[CH2:11][NH:12][C:13](=[O:23])[CH2:14][NH2:15], predict the reactants needed to synthesize it. The reactants are: FC(F)(F)C(O)=O.[Br:8][C:9]1[CH:27]=[CH:26][C:25]([O:28][Si:29]([C:42]([CH3:45])([CH3:44])[CH3:43])([C:36]2[CH:41]=[CH:40][CH:39]=[CH:38][CH:37]=2)[C:30]2[CH:35]=[CH:34][CH:33]=[CH:32][CH:31]=2)=[CH:24][C:10]=1[CH2:11][NH:12][C:13](=[O:23])[CH2:14][NH:15]C(OC(C)(C)C)=O.